This data is from NCI-60 drug combinations with 297,098 pairs across 59 cell lines. The task is: Regression. Given two drug SMILES strings and cell line genomic features, predict the synergy score measuring deviation from expected non-interaction effect. (1) Drug 1: C1CC(=O)NC(=O)C1N2CC3=C(C2=O)C=CC=C3N. Drug 2: CC(C)NC(=O)C1=CC=C(C=C1)CNNC.Cl. Cell line: NCI-H522. Synergy scores: CSS=2.62, Synergy_ZIP=-0.578, Synergy_Bliss=0.899, Synergy_Loewe=-0.932, Synergy_HSA=-0.362. (2) Drug 1: C1=C(C(=O)NC(=O)N1)F. Drug 2: CC1CCCC2(C(O2)CC(NC(=O)CC(C(C(=O)C(C1O)C)(C)C)O)C(=CC3=CSC(=N3)C)C)C. Cell line: CAKI-1. Synergy scores: CSS=26.6, Synergy_ZIP=4.42, Synergy_Bliss=3.62, Synergy_Loewe=6.95, Synergy_HSA=7.31. (3) Drug 1: C1=NC2=C(N=C(N=C2N1C3C(C(C(O3)CO)O)F)Cl)N. Drug 2: CCN(CC)CCCC(C)NC1=C2C=C(C=CC2=NC3=C1C=CC(=C3)Cl)OC. Cell line: TK-10. Synergy scores: CSS=6.53, Synergy_ZIP=-2.82, Synergy_Bliss=1.95, Synergy_Loewe=0.589, Synergy_HSA=2.34. (4) Drug 1: C1=CC=C(C(=C1)C(C2=CC=C(C=C2)Cl)C(Cl)Cl)Cl. Drug 2: C1CC(=O)NC(=O)C1N2C(=O)C3=CC=CC=C3C2=O. Cell line: EKVX. Synergy scores: CSS=2.19, Synergy_ZIP=0.389, Synergy_Bliss=3.29, Synergy_Loewe=0.648, Synergy_HSA=1.26. (5) Drug 1: C1=CN(C(=O)N=C1N)C2C(C(C(O2)CO)O)O.Cl. Drug 2: C1C(C(OC1N2C=NC3=C2NC=NCC3O)CO)O. Cell line: BT-549. Synergy scores: CSS=23.1, Synergy_ZIP=6.72, Synergy_Bliss=9.78, Synergy_Loewe=-2.67, Synergy_HSA=6.63. (6) Drug 1: C1=CC(=CC=C1CCCC(=O)O)N(CCCl)CCCl. Drug 2: CC12CCC3C(C1CCC2OP(=O)(O)O)CCC4=C3C=CC(=C4)OC(=O)N(CCCl)CCCl.[Na+]. Cell line: SK-OV-3. Synergy scores: CSS=0.299, Synergy_ZIP=-4.62, Synergy_Bliss=-12.2, Synergy_Loewe=-16.8, Synergy_HSA=-12.3. (7) Drug 1: CCC1(CC2CC(C3=C(CCN(C2)C1)C4=CC=CC=C4N3)(C5=C(C=C6C(=C5)C78CCN9C7C(C=CC9)(C(C(C8N6C)(C(=O)OC)O)OC(=O)C)CC)OC)C(=O)OC)O.OS(=O)(=O)O. Drug 2: CCC1(C2=C(COC1=O)C(=O)N3CC4=CC5=C(C=CC(=C5CN(C)C)O)N=C4C3=C2)O.Cl. Cell line: HCT116. Synergy scores: CSS=52.8, Synergy_ZIP=-0.719, Synergy_Bliss=-4.49, Synergy_Loewe=-8.77, Synergy_HSA=-0.500. (8) Drug 1: C1C(C(OC1N2C=NC3=C(N=C(N=C32)Cl)N)CO)O. Drug 2: CCN(CC)CCNC(=O)C1=C(NC(=C1C)C=C2C3=C(C=CC(=C3)F)NC2=O)C. Cell line: COLO 205. Synergy scores: CSS=37.6, Synergy_ZIP=2.74, Synergy_Bliss=2.99, Synergy_Loewe=-12.8, Synergy_HSA=0.549. (9) Drug 1: CC1=CC=C(C=C1)C2=CC(=NN2C3=CC=C(C=C3)S(=O)(=O)N)C(F)(F)F. Drug 2: COC1=NC(=NC2=C1N=CN2C3C(C(C(O3)CO)O)O)N. Cell line: OVCAR3. Synergy scores: CSS=-8.10, Synergy_ZIP=4.26, Synergy_Bliss=4.53, Synergy_Loewe=-4.49, Synergy_HSA=-3.28.